From a dataset of Reaction yield outcomes from USPTO patents with 853,638 reactions. Predict the reaction yield, written as a fraction of the theoretical maximum amount of product (1.0 means a 100% yield; for example, 0.34 means a 34% yield). (1) The reactants are N1C2C(=CC=CC=2)C=NC=1.[Br:11][C:12]1[CH:13]=[C:14]([NH:18][C:19]2[C:28]3[C:23](=[CH:24][CH:25]=[C:26]([O:29]C)[CH:27]=3)[N:22]=[CH:21][N:20]=2)[CH:15]=[CH:16][CH:17]=1.C([S-])C.[Na+]. The catalyst is CN(C=O)C. The product is [Br:11][C:12]1[CH:13]=[C:14]([NH:18][C:19]2[C:28]3[C:23](=[CH:24][CH:25]=[C:26]([OH:29])[CH:27]=3)[N:22]=[CH:21][N:20]=2)[CH:15]=[CH:16][CH:17]=1. The yield is 0.680. (2) The reactants are C([O-])([O-])=O.[Cs+].[Cs+].[CH2:7]([O:9][C:10](=[O:19])[C:11]1[CH:16]=[CH:15][C:14]([OH:17])=[C:13]([OH:18])[CH:12]=1)[CH3:8].Br[CH2:21][CH2:22]Br. The catalyst is CN(C=O)C. The product is [CH2:7]([O:9][C:10]([C:11]1[CH:16]=[CH:15][C:14]2[O:17][CH2:21][CH2:22][O:18][C:13]=2[CH:12]=1)=[O:19])[CH3:8]. The yield is 0.290. (3) The reactants are [CH2:1]([N:8]1[CH:16]=[C:15]2[C:10]([CH:11]=[C:12]([C:17]3[CH:18]=[C:19]([C:27]4[CH:32]=[CH:31][C:30]([CH2:33]Br)=[CH:29][CH:28]=4)[N:20]4[C:25]=3[C:24]([NH2:26])=[N:23][CH:22]=[N:21]4)[CH:13]=[CH:14]2)=[N:9]1)[C:2]1[CH:7]=[CH:6][CH:5]=[CH:4][CH:3]=1.[F:35][C:36]1([F:41])[CH2:40][CH2:39][NH:38][CH2:37]1. No catalyst specified. The product is [CH2:1]([N:8]1[CH:16]=[C:15]2[C:10]([CH:11]=[C:12]([C:17]3[CH:18]=[C:19]([C:27]4[CH:32]=[CH:31][C:30]([CH2:33][N:38]5[CH2:39][CH2:40][C:36]([F:41])([F:35])[CH2:37]5)=[CH:29][CH:28]=4)[N:20]4[C:25]=3[C:24]([NH2:26])=[N:23][CH:22]=[N:21]4)[CH:13]=[CH:14]2)=[N:9]1)[C:2]1[CH:7]=[CH:6][CH:5]=[CH:4][CH:3]=1. The yield is 0.0240. (4) The catalyst is C(Cl)(Cl)Cl. The yield is 0.490. The product is [CH3:1][O:2][C:3]1[CH:4]=[C:5]2[C:10](=[CH:11][C:12]=1[O:13][CH3:14])[N:9]=[CH:8][CH:7]=[C:6]2[O:15][C:16]1[CH:22]=[CH:21][C:19]([NH:20][C:36]([NH:53][CH:51]([C:48]2[CH:49]=[CH:50][C:45]([F:44])=[CH:46][CH:47]=2)[CH3:52])=[O:42])=[CH:18][C:17]=1[O:23][CH3:24]. The reactants are [CH3:1][O:2][C:3]1[CH:4]=[C:5]2[C:10](=[CH:11][C:12]=1[O:13][CH3:14])[N:9]=[CH:8][CH:7]=[C:6]2[O:15][C:16]1[CH:22]=[CH:21][C:19]([NH2:20])=[CH:18][C:17]=1[O:23][CH3:24].C(N(CC)CC)C.ClC(Cl)(O[C:36](=[O:42])OC(Cl)(Cl)Cl)Cl.[F:44][C:45]1[CH:50]=[CH:49][C:48]([CH:51]([NH2:53])[CH3:52])=[CH:47][CH:46]=1. (5) The reactants are [NH2:1][C:2]1[CH:3]=[CH:4][CH:5]=[C:6]2[C:10]=1[C:9](=[O:11])[N:8]([C@@H:12]([C:19]1[CH:24]=[CH:23][C:22]([O:25][CH3:26])=[C:21]([O:27][CH2:28][CH3:29])[CH:20]=1)[CH2:13][C:14]([N:16]([CH3:18])[CH3:17])=[O:15])[CH2:7]2.[CH3:30][C:31]([CH3:35])([CH3:34])[CH:32]=O.C(O[BH-](OC(=O)C)OC(=O)C)(=O)C.[Na+]. The catalyst is ClCCCl. The product is [CH3:30][C:31]([CH3:35])([CH3:34])[CH2:32][NH:1][C:2]1[CH:3]=[CH:4][CH:5]=[C:6]2[C:10]=1[C:9](=[O:11])[N:8]([C@@H:12]([C:19]1[CH:24]=[CH:23][C:22]([O:25][CH3:26])=[C:21]([O:27][CH2:28][CH3:29])[CH:20]=1)[CH2:13][C:14]([N:16]([CH3:18])[CH3:17])=[O:15])[CH2:7]2. The yield is 0.990. (6) The reactants are [OH:1][C@@H:2]1[CH2:7][CH2:6][C@H:5]([N:8]2[C:13](=[O:14])[C:12]([CH2:15][C:16]3[CH:21]=[CH:20][C:19]([C:22]4[C:23]([C:28]#[N:29])=[CH:24][CH:25]=[CH:26][CH:27]=4)=[CH:18][CH:17]=3)=[C:11]([CH2:30][CH2:31][CH3:32])[N:10]3[N:33]=[CH:34][N:35]=[C:9]23)[CH2:4][CH2:3]1.[CH3:36][O:37][C:38]1[CH:43]=[CH:42][C:41](O)=[CH:40][CH:39]=1.C1(P(C2C=CC=CC=2)C2C=CC=CC=2)C=CC=CC=1.[N:65]([C:66]([O:68]C(C)C)=[O:67])=[N:65][C:66]([O:68]C(C)C)=[O:67].Cl.[Cl-].O[NH3+].C(=O)([O-])O.[Na+]. The catalyst is O1CCCC1.O.C(OCC)(=O)C.CS(C)=O. The product is [CH3:36][O:37][C:38]1[CH:43]=[CH:42][C:41]([O:1][C@H:2]2[CH2:7][CH2:6][C@H:5]([N:8]3[C:13](=[O:14])[C:12]([CH2:15][C:16]4[CH:21]=[CH:20][C:19]([C:22]5[CH:27]=[CH:26][CH:25]=[CH:24][C:23]=5[C:28]5[NH:65][C:66](=[O:67])[O:68][N:29]=5)=[CH:18][CH:17]=4)=[C:11]([CH2:30][CH2:31][CH3:32])[N:10]4[N:33]=[CH:34][N:35]=[C:9]34)[CH2:4][CH2:3]2)=[CH:40][CH:39]=1. The yield is 0.390. (7) The product is [CH2:13]([N:8]1[C:7]2=[C:2]([Cl:1])[N:3]=[CH:4][CH:5]=[C:6]2[C:10]([CH3:11])=[C:9]1[CH3:12])[C:14]1[CH:19]=[CH:18][CH:17]=[CH:16][CH:15]=1. The yield is 0.420. The reactants are [Cl:1][C:2]1[N:3]=[CH:4][CH:5]=[C:6]2[C:10]([CH3:11])=[C:9]([CH3:12])[NH:8][C:7]=12.[CH2:13](Br)[C:14]1[CH:19]=[CH:18][CH:17]=[CH:16][CH:15]=1. No catalyst specified.